Dataset: Forward reaction prediction with 1.9M reactions from USPTO patents (1976-2016). Task: Predict the product of the given reaction. (1) Given the reactants [Cl:1][C:2]1[CH:7]=[CH:6][C:5]([C:8]2([NH:11][C:12]3[N:17]=[C:16]([O:18][CH2:19][C:20]([F:23])([F:22])[F:21])[N:15]=[C:14]([NH:24][C:25]4[CH:33]=[CH:32][C:28]([C:29](O)=[O:30])=[CH:27][CH:26]=4)[N:13]=3)[CH2:10][CH2:9]2)=[CH:4][CH:3]=1.[NH2:34][CH2:35][CH2:36][S:37]([NH2:40])(=[O:39])=[O:38].CN(C(ON1N=NC2C=CC=NC1=2)=[N+](C)C)C.F[P-](F)(F)(F)(F)F, predict the reaction product. The product is: [Cl:1][C:2]1[CH:3]=[CH:4][C:5]([C:8]2([NH:11][C:12]3[N:17]=[C:16]([O:18][CH2:19][C:20]([F:21])([F:22])[F:23])[N:15]=[C:14]([NH:24][C:25]4[CH:33]=[CH:32][C:28]([C:29]([NH:34][CH2:35][CH2:36][S:37](=[O:39])(=[O:38])[NH2:40])=[O:30])=[CH:27][CH:26]=4)[N:13]=3)[CH2:9][CH2:10]2)=[CH:6][CH:7]=1. (2) Given the reactants [N+:1]([C:4]1[CH:12]=[CH:11][CH:10]=[C:9]2[C:5]=1[CH:6]=[CH:7][N:8]2[CH2:13][C:14]([OH:16])=[O:15])([O-:3])=[O:2].[CH2:17](OC(=O)C(CO)(C1C=CC=CC=1)C(OCC)=O)[CH3:18], predict the reaction product. The product is: [CH2:17]([O:15][C:14](=[O:16])[CH2:13][N:8]1[C:9]2[C:5](=[C:4]([N+:1]([O-:3])=[O:2])[CH:12]=[CH:11][CH:10]=2)[CH:6]=[CH:7]1)[CH3:18]. (3) The product is: [C:34]([C:33]1[C:28]([NH:1][C@H:2]([C:4]2[N:9]=[C:8]3[CH:10]=[CH:11][N:12]([CH3:13])[C:7]3=[CH:6][C:5]=2[N:14]2[CH2:15][CH2:16][N:17]([C:20]([O:22][C:23]([CH3:25])([CH3:24])[CH3:26])=[O:21])[CH2:18][CH2:19]2)[CH3:3])=[N:29][C:30]([S:38][CH3:39])=[N:31][C:32]=1[CH2:36][CH3:37])#[N:35]. Given the reactants [NH2:1][C@H:2]([C:4]1[N:9]=[C:8]2[CH:10]=[CH:11][N:12]([CH3:13])[C:7]2=[CH:6][C:5]=1[N:14]1[CH2:19][CH2:18][N:17]([C:20]([O:22][C:23]([CH3:26])([CH3:25])[CH3:24])=[O:21])[CH2:16][CH2:15]1)[CH3:3].Cl[C:28]1[C:33]([C:34]#[N:35])=[C:32]([CH2:36][CH3:37])[N:31]=[C:30]([S:38][CH3:39])[N:29]=1.CCN(CC)CC, predict the reaction product. (4) Given the reactants [C:1]1([S:7]([N:10]2[C:14]3=[N:15][CH:16]=[C:17]([CH3:19])[CH:18]=[C:13]3[CH:12]=[C:11]2[CH:20]([OH:27])[CH2:21][CH:22]2[CH2:26][CH2:25][CH2:24][CH2:23]2)(=[O:9])=[O:8])[CH:6]=[CH:5][CH:4]=[CH:3][CH:2]=1.CC(OI1(OC(C)=O)(OC(C)=O)OC(=O)C2C=CC=CC1=2)=O, predict the reaction product. The product is: [C:1]1([S:7]([N:10]2[C:14]3=[N:15][CH:16]=[C:17]([CH3:19])[CH:18]=[C:13]3[CH:12]=[C:11]2[C:20](=[O:27])[CH2:21][CH:22]2[CH2:26][CH2:25][CH2:24][CH2:23]2)(=[O:8])=[O:9])[CH:6]=[CH:5][CH:4]=[CH:3][CH:2]=1. (5) Given the reactants [OH:1][C:2]1[CH:7]=[CH:6][N:5]([C:8]2[S:9][C:10]([C:14]([OH:16])=O)=[C:11]([CH3:13])[N:12]=2)[C:4](=[O:17])[CH:3]=1.[CH:18]1([CH2:21][NH2:22])[CH2:20][CH2:19]1, predict the reaction product. The product is: [CH:18]1([CH2:21][NH:22][C:14]([C:10]2[S:9][C:8]([N:5]3[CH:6]=[CH:7][C:2]([OH:1])=[CH:3][C:4]3=[O:17])=[N:12][C:11]=2[CH3:13])=[O:16])[CH2:20][CH2:19]1. (6) Given the reactants [CH2:1]([O:17][C:18](=[O:22])[C:19]([CH3:21])=[CH2:20])[CH2:2][CH2:3][CH2:4][CH2:5][CH2:6][CH2:7][CH2:8][CH2:9][CH2:10][CH2:11][CH2:12][CH2:13][CH2:14][CH2:15][CH3:16].[CH2:23]([O:41][C:42](=[O:46])[C:43]([CH3:45])=[CH2:44])[CH2:24][CH2:25][CH2:26][CH2:27][CH2:28][CH2:29][CH2:30][CH2:31][CH2:32][CH2:33][CH2:34][CH2:35][CH2:36][CH2:37][CH2:38][CH2:39][CH3:40].SCCO, predict the reaction product. The product is: [CH2:1]([O:17][C:18](=[O:22])[C:19]([CH3:21])=[CH2:20])[CH2:2][CH2:3][CH2:4][CH2:5][CH2:6][CH2:7][CH2:8][CH2:9][CH2:10][CH2:11][CH2:12][CH2:13][CH2:14][CH2:15][CH3:16].[CH2:23]([O:41][C:42](=[O:46])[C:43]([CH3:45])=[CH2:44])[CH2:24][CH2:25][CH2:26][CH2:27][CH2:28][CH2:29][CH2:30][CH2:31][CH2:32][CH2:33][CH2:34][CH2:35][CH2:36][CH2:37][CH2:38][CH2:39][CH3:40]. (7) Given the reactants [C:1]([O:5][C:6]([NH:8][C@H:9]([CH2:16][OH:17])[CH2:10][CH2:11][C:12]([O:14]C)=O)=[O:7])([CH3:4])([CH3:3])[CH3:2], predict the reaction product. The product is: [O:14]=[C:12]1[O:17][CH2:16][C@@H:9]([NH:8][C:6](=[O:7])[O:5][C:1]([CH3:2])([CH3:3])[CH3:4])[CH2:10][CH2:11]1.